This data is from Forward reaction prediction with 1.9M reactions from USPTO patents (1976-2016). The task is: Predict the product of the given reaction. (1) Given the reactants Br[C:2]1[CH:7]=[CH:6][C:5]([CH3:8])=[CH:4][CH:3]=1.[Mg].[Cl:10][C:11]1[CH:24]=[CH:23][C:22]2[C:21](=O)[C:20]3[C:15](=[CH:16][CH:17]=[CH:18][CH:19]=3)[C:14](=O)[C:13]=2[CH:12]=1.Cl.O.O.Cl[Sn]Cl, predict the reaction product. The product is: [CH3:8][C:5]1[CH:6]=[CH:7][C:2]([C:14]2[C:15]3[C:20]([C:21]([C:2]4[CH:7]=[CH:6][C:5]([CH3:8])=[CH:4][CH:3]=4)=[C:22]4[C:13]=2[CH:12]=[C:11]([Cl:10])[CH:24]=[CH:23]4)=[CH:19][CH:18]=[CH:17][CH:16]=3)=[CH:3][CH:4]=1. (2) Given the reactants Br[CH2:2][C:3]1[C:8]([CH3:9])=[CH:7][CH:6]=[CH:5][C:4]=1[N:10]1[C:14](=[O:15])[N:13]([CH3:16])[N:12]=[N:11]1.[Br:17][C:18]1[CH:23]=[CH:22][C:21]([OH:24])=[C:20]([C:25]([F:28])([F:27])[F:26])[CH:19]=1.C(=O)([O-])[O-].[K+].[K+].C(#N)C, predict the reaction product. The product is: [Br:17][C:18]1[CH:23]=[CH:22][C:21]([O:24][CH2:2][C:3]2[C:8]([CH3:9])=[CH:7][CH:6]=[CH:5][C:4]=2[N:10]2[C:14](=[O:15])[N:13]([CH3:16])[N:12]=[N:11]2)=[C:20]([C:25]([F:26])([F:27])[F:28])[CH:19]=1. (3) Given the reactants ClC1C=C(Cl)C=CC=1C(Cl)=O.[Cl:12][C:13]1[CH:14]=[C:15]([CH:17]=[CH:18][C:19]=1[O:20][C:21]1[C:30]2[C:25](=[CH:26][C:27]([O:33][CH3:34])=[C:28]([O:31][CH3:32])[CH:29]=2)[N:24]=[CH:23][CH:22]=1)[NH2:16].[Cl:35][C:36]1[CH:41]=[C:40]([Cl:42])[CH:39]=[CH:38][C:37]=1[C:43]([N:45]=[C:46]=[S:47])=[O:44], predict the reaction product. The product is: [Cl:35][C:36]1[CH:41]=[C:40]([Cl:42])[CH:39]=[CH:38][C:37]=1[C:43]([N:45]=[C:46]=[S:47])=[O:44].[Cl:12][C:13]1[CH:14]=[C:15]([NH:16][C:46]([NH:45][C:43](=[O:44])[C:37]2[CH:38]=[CH:39][C:40]([Cl:42])=[CH:41][C:36]=2[Cl:35])=[S:47])[CH:17]=[CH:18][C:19]=1[O:20][C:21]1[C:30]2[C:25](=[CH:26][C:27]([O:33][CH3:34])=[C:28]([O:31][CH3:32])[CH:29]=2)[N:24]=[CH:23][CH:22]=1. (4) Given the reactants [N:1]1[CH:2]=[C:3]([C:10]([OH:12])=O)[N:4]2[CH:9]=[CH:8][CH:7]=[CH:6][C:5]=12.C(Cl)(=O)C([Cl:16])=O.CN(C=O)C, predict the reaction product. The product is: [N:1]1[CH:2]=[C:3]([C:10]([Cl:16])=[O:12])[N:4]2[CH:9]=[CH:8][CH:7]=[CH:6][C:5]=12. (5) Given the reactants C([N:8]1[CH2:13][CH2:12][CH:11]([NH:14][CH3:15])[C:10]([CH2:17][CH3:18])([CH3:16])[CH2:9]1)C1C=CC=CC=1, predict the reaction product. The product is: [CH3:15][NH:14][CH:11]1[CH2:12][CH2:13][NH:8][CH2:9][C:10]1([CH2:17][CH3:18])[CH3:16]. (6) The product is: [F:1][C:2]1[CH:7]=[CH:6][C:5]([O:8][CH3:9])=[CH:4][C:3]=1[C:10]1[CH2:11][CH2:12][CH2:13][C:14]2[CH:27]=[C:26]([O:28][CH3:29])[CH:25]=[CH:24][C:15]=2[C:16]=1[CH2:17][CH2:18][CH2:19][CH2:20][CH2:21][CH2:22][OH:23]. Given the reactants [F:1][C:2]1[CH:7]=[CH:6][C:5]([O:8][CH3:9])=[CH:4][C:3]=1[C:10]1[CH2:11][CH2:12][CH2:13][C:14]2[CH:27]=[C:26]([O:28][CH3:29])[CH:25]=[CH:24][C:15]=2[C:16]=1[C:17]#[C:18][CH2:19][CH2:20][CH2:21][CH2:22][OH:23], predict the reaction product. (7) Given the reactants [Br:1][C:2]1[CH:7]=[CH:6][C:5]([NH:8][C:9](=O)[C:10]2[CH:15]=[CH:14][CH:13]=[CH:12][C:11]=2[F:16])=[CH:4][CH:3]=1.COC1C=CC(P2(=S)SP(=S)(C3C=CC(OC)=CC=3)[S:27]2)=CC=1, predict the reaction product. The product is: [Br:1][C:2]1[CH:7]=[CH:6][C:5]([NH:8][C:9]([C:10]2[CH:15]=[CH:14][CH:13]=[CH:12][C:11]=2[F:16])=[S:27])=[CH:4][CH:3]=1. (8) Given the reactants [F:1][C:2]1[CH:3]=[C:4]2[C:8](=[CH:9][CH:10]=1)[NH:7][CH:6]=[C:5]2[CH:11]=[O:12].[C:13](O[C:21]([O:23][C:24]([CH3:27])([CH3:26])C)=O)([O:15][C:16]([CH3:19])([CH3:18])[CH3:17])=[O:14].[C:28](#[N:30])[CH3:29], predict the reaction product. The product is: [F:1][C:2]1[CH:3]=[C:4]2[C:8](=[CH:9][CH:10]=1)[N:7]([C:13]([O:15][C:16]([CH3:19])([CH3:18])[CH3:17])=[O:14])[CH:6]=[C:5]2[CH:11]=[O:12].[F:1][C:2]1[CH:3]=[C:4]2[C:8](=[CH:9][CH:10]=1)[NH:7][CH:6]=[C:5]2[C:11](=[O:12])[CH:28]([NH:30][C:6]1[CH:5]=[CH:11][CH:26]=[C:24]([O:23][CH3:21])[CH:27]=1)[C:29]1[CH:4]=[CH:3][CH:2]=[CH:10][CH:9]=1. (9) Given the reactants [F:1][C:2]([F:17])([F:16])[C:3]1[CH:4]=[C:5]([CH:9]=[C:10]([C:12]([F:15])([F:14])[F:13])[CH:11]=1)[C:6](Cl)=[O:7].CS(O)(=O)=O.[C:23]1([CH2:29][CH:30]2[NH:34][CH2:33][C:32](=[O:35])[CH2:31]2)[CH:28]=[CH:27][CH:26]=[CH:25][CH:24]=1.C(N(CC)CC)C, predict the reaction product. The product is: [F:1][C:2]([F:17])([F:16])[C:3]1[CH:4]=[C:5]([CH:9]=[C:10]([C:12]([F:15])([F:14])[F:13])[CH:11]=1)[C:6]([N:34]1[CH:30]([CH2:29][C:23]2[CH:24]=[CH:25][CH:26]=[CH:27][CH:28]=2)[CH2:31][C:32](=[O:35])[CH2:33]1)=[O:7]. (10) Given the reactants [CH2:1]([OH:7])[CH2:2][CH2:3][C@@H:4]([OH:6])[CH3:5].C(N(CC)CC)C.[CH3:15][S:16](Cl)(=[O:18])=[O:17], predict the reaction product. The product is: [CH3:15][S:16]([O:7][CH2:1][CH2:2][CH2:3][C@@H:4]([O:6][S:16]([CH3:15])(=[O:18])=[O:17])[CH3:5])(=[O:18])=[O:17].